This data is from Forward reaction prediction with 1.9M reactions from USPTO patents (1976-2016). The task is: Predict the product of the given reaction. (1) Given the reactants CN1CC(=O)OB([C:11]2[CH:16]=[C:15]([O:17][C:18]([F:21])([F:20])[F:19])[CH:14]=[CH:13][C:12]=2[O:22][C@H:23]([CH2:25][CH:26]=[CH2:27])[CH3:24])OC(=O)C1.[CH2:29]([O:32][C:33]1([CH3:67])[CH2:38][CH2:37][N:36]([C:39]2[N:44]3[CH:45]=[C:46]([C:48]4[CH:53]=[CH:52][CH:51]=[C:50](Br)[CH:49]=4)[N:47]=[C:43]3[C:42]([CH3:55])=[C:41]([CH3:56])[C:40]=2[C@H:57]([O:62][C:63]([CH3:66])([CH3:65])[CH3:64])[C:58]([O:60][CH3:61])=[O:59])[CH2:35][CH2:34]1)[CH:30]=[CH2:31].C(OC1(C)CCN(C2N3C=C(C4C=C(C5C=C(F)C(F)=CC=5O[C@H](CC=C)C)C=CC=4)N=C3C(C)=C(C)C=2[C@H](OC(C)(C)C)C(OC)=O)CC1)C=C, predict the reaction product. The product is: [CH2:29]([O:32][C:33]1([CH3:67])[CH2:34][CH2:35][N:36]([C:39]2[N:44]3[CH:45]=[C:46]([C:48]4[CH:49]=[C:50]([C:11]5[CH:16]=[C:15]([O:17][C:18]([F:19])([F:20])[F:21])[CH:14]=[CH:13][C:12]=5[O:22][C@H:23]([CH2:25][CH:26]=[CH2:27])[CH3:24])[CH:51]=[CH:52][CH:53]=4)[N:47]=[C:43]3[C:42]([CH3:55])=[C:41]([CH3:56])[C:40]=2[C@H:57]([O:62][C:63]([CH3:66])([CH3:65])[CH3:64])[C:58]([O:60][CH3:61])=[O:59])[CH2:37][CH2:38]1)[CH:30]=[CH2:31]. (2) Given the reactants [CH2:1]([O:3][C:4]([N:6]1[CH2:11][CH2:10][N:9]([C:12]([CH2:14][C:15]2[C:24]([C:25]([NH:27][CH2:28][C:29]([O:31]CC)=[O:30])=[O:26])=[C:23]([O:34][CH3:35])[C:22]3[C:17](=[CH:18][CH:19]=[CH:20][CH:21]=3)[N:16]=2)=[O:13])[CH2:8][CH2:7]1)=[O:5])[CH3:2].[Li+].[OH-].OS([O-])(=O)=O.[Na+], predict the reaction product. The product is: [CH2:1]([O:3][C:4]([N:6]1[CH2:7][CH2:8][N:9]([C:12]([CH2:14][C:15]2[C:24]([C:25]([NH:27][CH2:28][C:29]([OH:31])=[O:30])=[O:26])=[C:23]([O:34][CH3:35])[C:22]3[C:17](=[CH:18][CH:19]=[CH:20][CH:21]=3)[N:16]=2)=[O:13])[CH2:10][CH2:11]1)=[O:5])[CH3:2]. (3) Given the reactants [CH:1]([CH:3]1[CH2:12][C:11]2[C:6](=[CH:7][CH:8]=[CH:9][CH:10]=2)[CH2:5][N:4]1[C:13]([O:15][C:16]([CH3:19])([CH3:18])[CH3:17])=[O:14])=O.[CH2:20]([O:22][C:23]([CH:25]=P(C1C=CC=CC=1)(C1C=CC=CC=1)C1C=CC=CC=1)=[O:24])[CH3:21], predict the reaction product. The product is: [CH2:20]([O:22][C:23](=[O:24])/[CH:25]=[CH:1]/[CH:3]1[CH2:12][C:11]2[C:6](=[CH:7][CH:8]=[CH:9][CH:10]=2)[CH2:5][N:4]1[C:13]([O:15][C:16]([CH3:19])([CH3:18])[CH3:17])=[O:14])[CH3:21]. (4) Given the reactants [CH2:1]([N:5]([CH3:22])[C:6]([CH:8]1[CH2:13][CH2:12][C:11]2[C:14]3[C:19](Cl)=[N:18][CH:17]=[N:16][C:15]=3[S:21][C:10]=2[CH2:9]1)=[O:7])[CH2:2][CH2:3][CH3:4].[NH2:23][C:24]1[C:33]([O:34][CH3:35])=[CH:32][C:27]2[NH:28][C:29](=[O:31])[S:30][C:26]=2[CH:25]=1, predict the reaction product. The product is: [CH2:1]([N:5]([CH3:22])[C:6]([CH:8]1[CH2:13][CH2:12][C:11]2[C:14]3[C:19]([NH:23][C:24]4[C:33]([O:34][CH3:35])=[CH:32][C:27]5[NH:28][C:29](=[O:31])[S:30][C:26]=5[CH:25]=4)=[N:18][CH:17]=[N:16][C:15]=3[S:21][C:10]=2[CH2:9]1)=[O:7])[CH2:2][CH2:3][CH3:4]. (5) Given the reactants Br[C:2]1[CH:11]=[C:10]2[C:5]([CH2:6][CH2:7][N:8]=[C:9]2[CH:12]2[CH2:17][CH2:16][CH2:15][CH2:14][CH2:13]2)=[CH:4][CH:3]=1.C([Sn](CCCC)(CCCC)[C:23]([O:25]CC)=[CH2:24])CCC.[F-].[K+], predict the reaction product. The product is: [CH:12]1([C:9]2[C:10]3[C:5](=[CH:4][CH:3]=[C:2]([C:23](=[O:25])[CH3:24])[CH:11]=3)[CH2:6][CH2:7][N:8]=2)[CH2:17][CH2:16][CH2:15][CH2:14][CH2:13]1. (6) The product is: [OH:1][C@H:2]([C:16]1[S:17][C:18]([C:21]2[CH:22]=[N+:23]([O-:35])[CH:24]=[CH:25][CH:26]=2)=[CH:19][CH:20]=1)[C@@H:3]1[N:7]([CH3:8])[C:6](=[O:9])[CH2:5][C@@H:4]1[C:10]1[CH:11]=[CH:12][CH:13]=[CH:14][CH:15]=1. Given the reactants [OH:1][C@H:2]([C:16]1[S:17][C:18]([C:21]2[CH:22]=[N:23][CH:24]=[CH:25][CH:26]=2)=[CH:19][CH:20]=1)[C@@H:3]1[N:7]([CH3:8])[C:6](=[O:9])[CH2:5][C@@H:4]1[C:10]1[CH:15]=[CH:14][CH:13]=[CH:12][CH:11]=1.C1C=C(Cl)C=C(C(OO)=[O:35])C=1.C([O-])(O)=O.[Na+], predict the reaction product. (7) Given the reactants C([O-])(=O)C.C[O:6][C:7]1[CH:8]=[C:9]([NH+:13]2[CH2:18][C@H:17]([CH3:19])[NH:16][CH2:15][C@H:14]2[CH3:20])[CH:10]=[CH:11][CH:12]=1.C([O-])(O)=O.[Na+], predict the reaction product. The product is: [CH3:20][C@@H:14]1[CH2:15][NH:16][C@@H:17]([CH3:19])[CH2:18][N:13]1[C:9]1[CH:8]=[C:7]([OH:6])[CH:12]=[CH:11][CH:10]=1.